From a dataset of Reaction yield outcomes from USPTO patents with 853,638 reactions. Predict the reaction yield, written as a fraction of the theoretical maximum amount of product (1.0 means a 100% yield; for example, 0.34 means a 34% yield). (1) The reactants are [CH:1]([O:3][CH3:4])=[O:2].ClC1C=CC=CC=1.[Br:12][CH2:13][C:14]1[CH:19]=[CH:18][CH:17]=[CH:16][C:15]=1[CH2:20][C:21](OC)=[O:22].C(N(CC)CC)C. The catalyst is [Ti](Cl)(Cl)(Cl)Cl.O.C(O)(=O)C. The product is [Br:12][CH2:13][C:14]1[CH:19]=[CH:18][CH:17]=[CH:16][C:15]=1[C:20](=[CH:21][OH:22])[C:1]([O:3][CH3:4])=[O:2]. The yield is 0.940. (2) The catalyst is CN(C)C=O. The product is [Cl:23][CH2:22][CH2:21][CH2:20][C:8]([CH2:7][C:6]1[CH:5]=[CH:4][C:3]([C:2]([F:15])([F:16])[F:1])=[CH:14][CH:13]=1)([C:11]#[N:12])[C:9]#[N:10]. The reactants are [F:1][C:2]([F:16])([F:15])[C:3]1[CH:14]=[CH:13][C:6]([CH2:7][CH:8]([C:11]#[N:12])[C:9]#[N:10])=[CH:5][CH:4]=1.[H-].[Na+].Br[CH2:20][CH2:21][CH2:22][Cl:23]. The yield is 0.260. (3) The reactants are [OH:1][CH:2]([C:21]1[CH:25]=[CH:24][N:23]([CH:26]2[CH2:31][CH2:30][CH2:29][CH2:28][O:27]2)[N:22]=1)[C:3]1[CH:20]=[CH:19][C:6]2[N:7]([CH2:11][O:12][CH2:13][CH2:14][Si:15]([CH3:18])([CH3:17])[CH3:16])[C:8](=[O:10])[S:9][C:5]=2[CH:4]=1. The product is [O:27]1[CH2:28][CH2:29][CH2:30][CH2:31][CH:26]1[N:23]1[CH:24]=[CH:25][C:21]([C:2]([C:3]2[CH:20]=[CH:19][C:6]3[N:7]([CH2:11][O:12][CH2:13][CH2:14][Si:15]([CH3:16])([CH3:17])[CH3:18])[C:8](=[O:10])[S:9][C:5]=3[CH:4]=2)=[O:1])=[N:22]1. The yield is 1.00. The catalyst is C(Cl)(Cl)Cl.[O-2].[Mn+4].[O-2]. (4) The reactants are [CH3:1][O:2][C:3](=[O:38])[NH:4][C@H:5]([C:9]([N:11]1[C@H:15]([C:16]2[NH:17][CH:18]=[C:19]([C:21]3[CH:26]=[CH:25][C:24](B4OC(C)(C)C(C)(C)O4)=[CH:23][CH:22]=3)[N:20]=2)[CH2:14][Si:13]([CH3:37])([CH3:36])[CH2:12]1)=[O:10])[CH:6]([CH3:8])[CH3:7].[C:39]([O:43][C:44]([N:46]1[CH2:51][CH2:50][N:49]([C:52]2[CH:57]=[CH:56][C:55]([C:58](=[O:73])[NH:59][C:60]3[CH:65]=[C:64]([O:66][C:67]([F:70])([F:69])[F:68])[C:63](Br)=[CH:62][C:61]=3[Cl:72])=[CH:54][N:53]=2)[C@H:48]([CH3:74])[CH2:47]1)=[O:45])([CH3:42])([CH3:41])[CH3:40].O.C(=O)([O-])[O-].[K+].[K+]. The catalyst is C1(C)C=CC=CC=1. The product is [C:39]([O:43][C:44]([N:46]1[CH2:51][CH2:50][N:49]([C:52]2[CH:57]=[CH:56][C:55]([C:58](=[O:73])[NH:59][C:60]3[C:61]([Cl:72])=[CH:62][C:63]([C:24]4[CH:23]=[CH:22][C:21]([C:19]5[N:20]=[C:16]([C@H:15]6[N:11]([C:9](=[O:10])[C@@H:5]([NH:4][C:3]([O:2][CH3:1])=[O:38])[CH:6]([CH3:7])[CH3:8])[CH2:12][Si:13]([CH3:37])([CH3:36])[CH2:14]6)[NH:17][CH:18]=5)=[CH:26][CH:25]=4)=[C:64]([O:66][C:67]([F:70])([F:69])[F:68])[CH:65]=3)=[CH:54][N:53]=2)[C@H:48]([CH3:74])[CH2:47]1)=[O:45])([CH3:42])([CH3:40])[CH3:41]. The yield is 0.260. (5) The product is [CH2:5]([N:12]1[CH2:17][CH2:16][C:15](=[O:18])[NH:1][CH:14]([CH3:19])[CH2:13]1)[C:6]1[CH:11]=[CH:10][CH:9]=[CH:8][CH:7]=1. The catalyst is C(OCC)(=O)C. The reactants are [N-:1]=[N+]=[N-].[Na+].[CH2:5]([N:12]1[CH2:17][CH2:16][C:15](=[O:18])[CH:14]([CH3:19])[CH2:13]1)[C:6]1[CH:11]=[CH:10][CH:9]=[CH:8][CH:7]=1. The yield is 0.490. (6) The reactants are [F:1][C:2]1[CH:7]=[CH:6][C:5]([N:8]2[CH:12]=[C:11]([CH2:13][OH:14])[N:10]=[N:9]2)=[CH:4][CH:3]=1. The catalyst is O1CCOCC1.[O-2].[Mn+4].[O-2]. The product is [F:1][C:2]1[CH:3]=[CH:4][C:5]([N:8]2[CH:12]=[C:11]([CH:13]=[O:14])[N:10]=[N:9]2)=[CH:6][CH:7]=1. The yield is 0.610. (7) The reactants are [CH3:1][O:2][C:3]([C:5]1[S:6][C:7]([C:11]2[CH2:16][CH2:15][C:14]([CH3:18])([CH3:17])[CH2:13][CH:12]=2)=[CH:8][C:9]=1[NH2:10])=[O:4].[N:19]1([CH:24]([CH2:30][CH3:31])[CH2:25][CH2:26][C:27](=O)C)[CH:23]=[N:22][CH:21]=[N:20]1.C([Sn](Cl)(Cl)CCCC)CCC.C1([SiH3])C=CC=CC=1. No catalyst specified. The product is [CH3:1][O:2][C:3]([C:5]1[S:6][C:7]([C:11]2[CH2:16][CH2:15][C:14]([CH3:18])([CH3:17])[CH2:13][CH:12]=2)=[CH:8][C:9]=1[NH:10][C@H:27]1[CH2:26][CH2:25][C@H:24]([N:19]2[CH:23]=[N:22][CH:21]=[N:20]2)[CH2:30][CH2:31]1)=[O:4]. The yield is 0.640. (8) The product is [Br:1][C:2]1[CH:7]=[CH:6][C:5]([CH:8]2[CH2:9][CH2:10][S:11](=[O:15])(=[O:14])[CH2:12][CH2:13]2)=[CH:4][C:3]=1[CH3:16]. The reactants are [Br:1][C:2]1[CH:7]=[CH:6][C:5]([C:8]2[CH2:9][CH2:10][S:11](=[O:15])(=[O:14])[CH2:12][CH:13]=2)=[CH:4][C:3]=1[CH3:16]. The catalyst is C(OCC)(=O)C.O=[Pt]=O. The yield is 0.960. (9) The catalyst is C1(C)C=CC=CC=1. The reactants are [F:1][CH:2]([F:12])[O:3][C:4]1[CH:8]=[CH:7][S:6][C:5]=1[C:9](O)=[O:10].S(Cl)([Cl:15])=O. The yield is 0.983. The product is [F:1][CH:2]([F:12])[O:3][C:4]1[CH:8]=[CH:7][S:6][C:5]=1[C:9]([Cl:15])=[O:10]. (10) The reactants are C(Cl)(=O)C(Cl)=O.[NH:7]1[C:15]2[C:10](=[CH:11][C:12]([C:16]([OH:18])=O)=[CH:13][CH:14]=2)[CH:9]=[CH:8]1.Cl.[CH3:20][O:21][C:22]1[CH:23]=[CH:24][C:25]2[CH2:26][C@H:27]3[NH:38][CH2:37][CH2:36][C@@:33]4([C:34]=2[CH:35]=1)[C@H:28]3[CH2:29][CH2:30][CH2:31][CH2:32]4.C(N(CC)CC)C. The catalyst is C1COCC1. The product is [CH3:20][O:21][C:22]1[CH:23]=[CH:24][C:25]2[CH2:26][C@H:27]3[N:38]([C:16]([C:12]4[CH:11]=[C:10]5[C:15](=[CH:14][CH:13]=4)[NH:7][CH:8]=[CH:9]5)=[O:18])[CH2:37][CH2:36][C@@:33]4([C:34]=2[CH:35]=1)[C@H:28]3[CH2:29][CH2:30][CH2:31][CH2:32]4. The yield is 0.280.